From a dataset of Forward reaction prediction with 1.9M reactions from USPTO patents (1976-2016). Predict the product of the given reaction. (1) Given the reactants C([O:4][C:5]1[CH:10]=[CH:9][C:8]([C:11]#[C:12][C:13]([OH:42])([CH2:27][C:28]2([C:31]3[CH:36]=[C:35]([C:37]([F:40])([F:39])[F:38])[CH:34]=[CH:33][C:32]=3[F:41])[CH2:30][CH2:29]2)[C:14]([NH:16][C:17]2[CH:18]=[C:19]3[C:24](=[CH:25][CH:26]=2)[C:22](=[O:23])[O:21][CH2:20]3)=[O:15])=[CH:7][CH:6]=1)(=O)C.C(=O)(O)[O-].[Na+], predict the reaction product. The product is: [OH:42][C:13]([C:12]#[C:11][C:8]1[CH:9]=[CH:10][C:5]([OH:4])=[CH:6][CH:7]=1)([CH2:27][C:28]1([C:31]2[CH:36]=[C:35]([C:37]([F:38])([F:40])[F:39])[CH:34]=[CH:33][C:32]=2[F:41])[CH2:29][CH2:30]1)[C:14]([NH:16][C:17]1[CH:18]=[C:19]2[C:24](=[CH:25][CH:26]=1)[C:22](=[O:23])[O:21][CH2:20]2)=[O:15]. (2) Given the reactants [Br:1][C:2]1[CH:3]=[C:4]([C:17](=[O:22])C(Cl)(Cl)Cl)[N:5]([CH2:7][C:8]([C:10]2[CH:15]=[N:14][C:13]([CH3:16])=[CH:12][N:11]=2)=[O:9])[CH:6]=1.[OH-:23].[Na+].Cl.[CH3:26]O, predict the reaction product. The product is: [Br:1][C:2]1[CH:3]=[C:4]([C:17]([O:22][CH3:26])=[O:23])[N:5]([CH2:7][C:8]([C:10]2[CH:15]=[N:14][C:13]([CH3:16])=[CH:12][N:11]=2)=[O:9])[CH:6]=1. (3) Given the reactants [Br:1][C:2]1[CH:7]=[CH:6][C:5]([C:8]([CH3:14])([CH3:13])[C:9]([O:11]C)=[O:10])=[CH:4][CH:3]=1.[OH-].[K+], predict the reaction product. The product is: [Br:1][C:2]1[CH:3]=[CH:4][C:5]([C:8]([CH3:14])([CH3:13])[C:9]([OH:11])=[O:10])=[CH:6][CH:7]=1. (4) Given the reactants [OH:1][C:2]1[C:7]2[O:8][C:9]([C:11]3[O:12][C:13]([C:16]([F:19])([F:18])[F:17])=[N:14][N:15]=3)=[CH:10][C:6]=2[CH:5]=[CH:4][CH:3]=1.S(C1C=CC([N+]([O-])=O)=CC=1)(O[CH2:24][C@H:25]1[O:27][CH2:26]1)(=O)=O, predict the reaction product. The product is: [CH2:24]([O:1][C:2]1[C:7]2[O:8][C:9]([C:11]3[O:12][C:13]([C:16]([F:19])([F:18])[F:17])=[N:14][N:15]=3)=[CH:10][C:6]=2[CH:5]=[CH:4][CH:3]=1)[C@H:25]1[O:27][CH2:26]1. (5) Given the reactants [CH3:1][O:2][C:3]1[CH:8]=[CH:7][C:6]([NH2:9])=[CH:5][C:4]=1[CH3:10].[C:11](OCC)(=[O:13])[CH3:12].C(N)(=O)C, predict the reaction product. The product is: [CH3:1][O:2][C:3]1[CH:8]=[CH:7][C:6]([NH:9][C:11](=[O:13])[CH3:12])=[CH:5][C:4]=1[CH3:10]. (6) Given the reactants [N:1]1([CH2:6][C:7]2[CH:16]=[CH:15][C:10]([C:11](OC)=[O:12])=[CH:9][C:8]=2[F:17])[CH:5]=[CH:4][CH:3]=[N:2]1.[H-].[Al+3].[Li+].[H-].[H-].[H-], predict the reaction product. The product is: [N:1]1([CH2:6][C:7]2[CH:16]=[CH:15][C:10]([CH2:11][OH:12])=[CH:9][C:8]=2[F:17])[CH:5]=[CH:4][CH:3]=[N:2]1. (7) The product is: [CH2:1]([C:4]1[CH:9]=[CH:8][C:7]([CH2:10][CH2:11][CH2:12][Br:34])=[CH:6][CH:5]=1)[CH2:2][CH3:3]. Given the reactants [CH2:1]([C:4]1[CH:9]=[CH:8][C:7]([CH2:10][CH2:11][CH2:12]O)=[CH:6][CH:5]=1)[CH2:2][CH3:3].C1(P(C2C=CC=CC=2)C2C=CC=CC=2)C=CC=CC=1.C(Br)(Br)(Br)[Br:34].C(=O)([O-])O.[Na+], predict the reaction product. (8) Given the reactants [F:1][C:2]([F:10])([F:9])[C:3]1[CH:8]=[CH:7][N:6]=[CH:5][CH:4]=1.[C:11]1([CH3:24])[CH:16]=[C:15]([CH3:17])[CH:14]=[C:13]([CH3:18])[C:12]=1[S:19]([O:22][NH2:23])(=[O:21])=[O:20], predict the reaction product. The product is: [CH3:18][C:13]1[CH:14]=[C:15]([CH3:17])[CH:16]=[C:11]([CH3:24])[C:12]=1[S:19]([O-:22])(=[O:21])=[O:20].[NH2:23][N+:6]1[CH:7]=[CH:8][C:3]([C:2]([F:10])([F:9])[F:1])=[CH:4][CH:5]=1.